Dataset: Reaction yield outcomes from USPTO patents with 853,638 reactions. Task: Predict the reaction yield, written as a fraction of the theoretical maximum amount of product (1.0 means a 100% yield; for example, 0.34 means a 34% yield). (1) The reactants are [H-].[Na+].C([O:5][C:6](=O)[CH2:7][NH:8][C:9](=[O:34])[CH2:10][C:11]1[N:15](C(OC(C)(C)C)=O)[C:14]2[CH:23]=[C:24]([N:28]3[CH2:33][CH2:32][O:31][CH2:30][CH2:29]3)[CH:25]=[C:26]([CH3:27])[C:13]=2[N:12]=1)C.C(OCC)(=O)C.Cl. The catalyst is C1(C)C=CC=CC=1.O1CCCC1. The product is [OH:5][C:6]1[CH2:7][NH:8][C:9](=[O:34])[C:10]=1[C:11]1[NH:15][C:14]2[CH:23]=[C:24]([N:28]3[CH2:29][CH2:30][O:31][CH2:32][CH2:33]3)[CH:25]=[C:26]([CH3:27])[C:13]=2[N:12]=1. The yield is 0.690. (2) The reactants are [Si]([N:5]=[N+:6]=[N-:7])(C)(C)C.[F:8][C:9]1[CH:14]=[CH:13][C:12]([N:15]=[C:16]=[O:17])=[C:11]([O:18][CH:19]([CH3:21])[CH3:20])[CH:10]=1. The catalyst is CCOC(C)=O. The product is [F:8][C:9]1[CH:14]=[CH:13][C:12]([N:15]2[C:16](=[O:17])[NH:7][N:6]=[N:5]2)=[C:11]([O:18][CH:19]([CH3:21])[CH3:20])[CH:10]=1. The yield is 0.810. (3) The reactants are C([O:8][C:9]1[CH:10]=[C:11]2[C:16](=[CH:17][C:18]=1[O:19][CH3:20])[N:15]=[CH:14][N:13]=[C:12]2[O:21][C:22]1[CH:23]=[C:24]([CH:26]=[CH:27][CH:28]=1)[NH2:25])C1C=CC=CC=1. The catalyst is C(O)C.C1COCC1.[Pd]. The product is [NH2:25][C:24]1[CH:23]=[C:22]([CH:28]=[CH:27][CH:26]=1)[O:21][C:12]1[C:11]2[C:16](=[CH:17][C:18]([O:19][CH3:20])=[C:9]([OH:8])[CH:10]=2)[N:15]=[CH:14][N:13]=1. The yield is 0.743. (4) The reactants are [C:1]([C:5]1[CH:9]=[C:8]([NH:10][C:11]([NH:13][C:14]2[CH:19]=[CH:18][C:17]([O:20][C:21]3[CH:26]=[CH:25][N:24]=[CH:23][CH:22]=3)=[CH:16][CH:15]=2)=[O:12])[N:7]([C:27]2[CH:39]=[CH:38][C:30]([CH2:31][NH:32][C:33](=O)[CH2:34][O:35][CH3:36])=[CH:29][CH:28]=2)[N:6]=1)([CH3:4])([CH3:3])[CH3:2].B.CSC. The catalyst is C1COCC1. The product is [C:1]([C:5]1[CH:9]=[C:8]([NH:10][C:11]([NH:13][C:14]2[CH:15]=[CH:16][C:17]([O:20][C:21]3[CH:26]=[CH:25][N:24]=[CH:23][CH:22]=3)=[CH:18][CH:19]=2)=[O:12])[N:7]([C:27]2[CH:39]=[CH:38][C:30]([CH2:31][NH:32][CH2:33][CH2:34][O:35][CH3:36])=[CH:29][CH:28]=2)[N:6]=1)([CH3:4])([CH3:2])[CH3:3]. The yield is 0.150. (5) The reactants are [OH-].[Na+].[CH3:3][O:4][CH2:5][CH2:6][O:7][CH2:8][O:9][C:10]1[CH:11]=[C:12]2[C:17](=[CH:18][CH:19]=1)[CH:16]=[C:15]([C:20]([CH2:22][NH:23][CH2:24][C:25]1[CH:26]=[C:27]([C:31]3[CH:36]=[CH:35][C:34]([NH:37][C:38]4[CH:47]=[CH:46][CH:45]=[CH:44][C:39]=4[C:40]([O:42]C)=[O:41])=[CH:33][CH:32]=3)[CH:28]=[CH:29][CH:30]=1)=[O:21])[CH:14]=[CH:13]2. The catalyst is O1CCCC1.CO.O.C(OCC)(=O)C. The product is [CH3:3][O:4][CH2:5][CH2:6][O:7][CH2:8][O:9][C:10]1[CH:11]=[C:12]2[C:17](=[CH:18][CH:19]=1)[CH:16]=[C:15]([C:20]([CH2:22][NH:23][CH2:24][C:25]1[CH:26]=[C:27]([C:31]3[CH:36]=[CH:35][C:34]([NH:37][C:38]4[CH:47]=[CH:46][CH:45]=[CH:44][C:39]=4[C:40]([OH:42])=[O:41])=[CH:33][CH:32]=3)[CH:28]=[CH:29][CH:30]=1)=[O:21])[CH:14]=[CH:13]2. The yield is 0.500. (6) The product is [CH2:44]([O:43][C:41]([NH:40][CH2:39][CH2:38][CH2:37][CH2:36][C@H:25]([O:24][P:22]([CH:18]([NH:17][C:5](=[O:7])[CH2:4][CH2:3][CH2:2][C:8](=[O:15])[CH3:9])[CH:19]([CH3:21])[CH3:20])([O:51][CH2:52][C:53]1[CH:54]=[CH:55][CH:56]=[CH:57][CH:58]=1)=[O:23])[C:26]([O:28][CH2:29][C:30]1[CH:35]=[CH:34][CH:33]=[CH:32][CH:31]=1)=[O:27])=[O:42])[C:45]1[CH:50]=[CH:49][CH:48]=[CH:47][CH:46]=1. The reactants are O=[C:2]([CH2:8][CH3:9])[CH2:3][CH2:4][C:5]([OH:7])=O.C(Cl)(=[O:15])C(C)(C)C.[NH2:17][CH:18]([P:22]([O:51][CH2:52][C:53]1[CH:58]=[CH:57][CH:56]=[CH:55][CH:54]=1)([O:24][C@@H:25]([CH2:36][CH2:37][CH2:38][CH2:39][NH:40][C:41]([O:43][CH2:44][C:45]1[CH:50]=[CH:49][CH:48]=[CH:47][CH:46]=1)=[O:42])[C:26]([O:28][CH2:29][C:30]1[CH:35]=[CH:34][CH:33]=[CH:32][CH:31]=1)=[O:27])=[O:23])[CH:19]([CH3:21])[CH3:20].[Cl-].[NH4+]. The catalyst is C(Cl)Cl.C(N(CC)CC)C. The yield is 0.631.